This data is from Peptide-MHC class II binding affinity with 134,281 pairs from IEDB. The task is: Regression. Given a peptide amino acid sequence and an MHC pseudo amino acid sequence, predict their binding affinity value. This is MHC class II binding data. (1) The peptide sequence is INWPTAAAIAYGLDR. The MHC is HLA-DQA10102-DQB10602 with pseudo-sequence HLA-DQA10102-DQB10602. The binding affinity (normalized) is 0.850. (2) The peptide sequence is NVTENFNMWKNNMVEQMH. The MHC is HLA-DQA10104-DQB10503 with pseudo-sequence HLA-DQA10104-DQB10503. The binding affinity (normalized) is 0.422. (3) The peptide sequence is CFAPLYHAMDVTTQ. The MHC is DRB4_0101 with pseudo-sequence DRB4_0103. The binding affinity (normalized) is 0.281. (4) The peptide sequence is YKFIPSLEAAVKQAY. The MHC is HLA-DPA10103-DPB10301 with pseudo-sequence HLA-DPA10103-DPB10301. The binding affinity (normalized) is 0.663.